The task is: Predict which catalyst facilitates the given reaction.. This data is from Catalyst prediction with 721,799 reactions and 888 catalyst types from USPTO. (1) Reactant: [CH3:1][O:2][C:3](=[O:15])[C:4]1[CH:9]=[CH:8][CH:7]=[C:6]([C:10](=O)[CH:11](Br)[CH3:12])[CH:5]=1.C(C([O:22][CH2:23][C:24]([NH2:26])=[S:25])=O)(C)(C)C. Product: [CH3:1][O:2][C:3](=[O:15])[C:4]1[CH:9]=[CH:8][CH:7]=[C:6]([C:10]2[N:26]=[C:24]([CH2:23][OH:22])[S:25][C:11]=2[CH3:12])[CH:5]=1. The catalyst class is: 14. (2) Reactant: [Br:1][C:2]1[CH:7]=[CH:6][C:5]([CH:8]([CH:10]2[CH2:16][CH:15]3[S:17][CH:12]([CH2:13][CH2:14]3)[CH2:11]2)[OH:9])=[CH:4][CH:3]=1. Product: [Br:1][C:2]1[CH:3]=[CH:4][C:5]([C:8]([CH:10]2[CH2:11][CH:12]3[S:17][CH:15]([CH2:14][CH2:13]3)[CH2:16]2)=[O:9])=[CH:6][CH:7]=1. The catalyst class is: 485. (3) Reactant: [Cl:1][C:2]1[CH:7]=[CH:6][CH:5]=[CH:4][C:3]=1[C:8]1[N:13]=[C:12]([NH:14][CH2:15][CH:16]([CH3:18])[CH3:17])[C:11]([C:19]#[N:20])=[CH:10][C:9]=1[C:21]1[CH:26]=[CH:25][C:24]([Cl:27])=[CH:23][CH:22]=1.C[Mg+].[Br-].[Cl:31][CH2:32][C:33](Cl)=[O:34]. Product: [Cl:31][CH2:32][C:33]([N:14]([C:12]1[C:11]([C:19]#[N:20])=[CH:10][C:9]([C:21]2[CH:22]=[CH:23][C:24]([Cl:27])=[CH:25][CH:26]=2)=[C:8]([C:3]2[CH:4]=[CH:5][CH:6]=[CH:7][C:2]=2[Cl:1])[N:13]=1)[CH2:15][CH:16]([CH3:18])[CH3:17])=[O:34]. The catalyst class is: 49. (4) Reactant: [OH-].[Li+].C[O:4][C:5]([C:7]1[C:15]2[C:10](=[CH:11][C:12]([N:16]3[CH2:21][CH2:20][CH:19]([O:22][CH2:23][C:24]4[C:25]([C:32]5[C:37]([Cl:38])=[CH:36][CH:35]=[CH:34][C:33]=5[Cl:39])=[N:26][O:27][C:28]=4[CH:29]4[CH2:31][CH2:30]4)[CH2:18][CH2:17]3)=[CH:13][CH:14]=2)[N:9]([CH3:40])[CH:8]=1)=[O:6]. Product: [CH:29]1([C:28]2[O:27][N:26]=[C:25]([C:32]3[C:33]([Cl:39])=[CH:34][CH:35]=[CH:36][C:37]=3[Cl:38])[C:24]=2[CH2:23][O:22][CH:19]2[CH2:20][CH2:21][N:16]([C:12]3[CH:11]=[C:10]4[C:15]([C:7]([C:5]([OH:6])=[O:4])=[CH:8][N:9]4[CH3:40])=[CH:14][CH:13]=3)[CH2:17][CH2:18]2)[CH2:30][CH2:31]1. The catalyst class is: 12. (5) Product: [F:22][C:23]1[CH:28]=[C:27]([F:29])[CH:26]=[CH:25][C:24]=1[C:2]1[C:11]2[CH2:10][N:9]([CH2:12][C:13]3[CH:18]=[CH:17][C:16]([O:19][CH3:20])=[CH:15][CH:14]=3)[C:8](=[O:21])[NH:7][C:6]=2[N:5]=[CH:4][CH:3]=1. Reactant: Cl[C:2]1[C:11]2[CH2:10][N:9]([CH2:12][C:13]3[CH:18]=[CH:17][C:16]([O:19][CH3:20])=[CH:15][CH:14]=3)[C:8](=[O:21])[NH:7][C:6]=2[N:5]=[CH:4][CH:3]=1.[F:22][C:23]1[CH:28]=[C:27]([F:29])[CH:26]=[CH:25][C:24]=1B(O)O.COC1C=CC=C(OC)C=1C1C=CC=CC=1P(C1CCCCC1)C1CCCCC1.C([O-])([O-])=O.[K+].[K+]. The catalyst class is: 231. (6) Reactant: C([C:3]1[CH:4]=[C:5]2C(=[CH:11][CH:12]=1)[N:9]=[CH:8][C:7]([C:13]#[N:14])=[C:6]2CCC)=O.CO[C:20]1[CH:21]=[CH:22][C:23](/[CH:32]=[C:33]2/[C:34]([NH:36][C:37]([S:39]/2)=[NH:38])=[O:35])=[CH:24][C:25]=1OC1CCCC1.C([O-])(=O)C.[Na+]. Product: [NH2:38][C:37]1[S:39]/[C:33](=[CH:32]\[C:23]2[CH:24]=[C:25]3[C:20](=[CH:21][CH:22]=2)[N:9]=[CH:8][C:7]([C:13]#[N:14])=[C:6]3[CH2:5][CH2:4][CH2:3][CH2:12][CH3:11])/[C:34](=[O:35])[N:36]=1. The catalyst class is: 15. (7) Reactant: [CH3:1][C:2]1[CH:10]=[CH:9][CH:8]=[C:7]([CH3:11])[C:3]=1[C:4]([OH:6])=O.C(Cl)(=O)C(Cl)=O.[NH2:18][C@H:19]([C:34]1[CH:39]=[CH:38][CH:37]=[CH:36][CH:35]=1)[C:20]12[N:26]([C:27]([O:29][C:30]([CH3:33])([CH3:32])[CH3:31])=[O:28])[CH:23]([CH2:24][CH2:25]1)[CH2:22][CH2:21]2.CCN(C(C)C)C(C)C. Product: [CH3:11][C:7]1[CH:8]=[CH:9][CH:10]=[C:2]([CH3:1])[C:3]=1[C:4]([NH:18][C@H:19]([C:34]1[CH:35]=[CH:36][CH:37]=[CH:38][CH:39]=1)[C:20]12[N:26]([C:27]([O:29][C:30]([CH3:33])([CH3:31])[CH3:32])=[O:28])[CH:23]([CH2:24][CH2:25]1)[CH2:22][CH2:21]2)=[O:6]. The catalyst class is: 139. (8) Reactant: [Al+3].[Cl-].[Cl-].[Cl-].CO[CH:7](OC)[CH2:8][N:9]([CH2:20][C:21]1[CH:26]=[CH:25][C:24]([F:27])=[CH:23][CH:22]=1)S(C1C=CC(C)=CC=1)(=O)=O. Product: [F:27][C:24]1[CH:23]=[C:22]2[C:21](=[CH:26][CH:25]=1)[CH:20]=[N:9][CH:8]=[CH:7]2. The catalyst class is: 4. (9) Reactant: [NH2:1][C:2]1[CH:47]=[CH:46][C:5]([C:6]([N:8]2[CH2:14][C@H:13]([NH:15][C:16](=[O:27])[C@@H:17]([NH:19]C(=O)OC(C)(C)C)[CH3:18])[C:12](=[O:28])[N:11]([CH2:29][C:30]3[C:39]4[C:34](=[CH:35][CH:36]=[CH:37][CH:38]=4)[CH:33]=[CH:32][C:31]=3[O:40][CH3:41])[C:10]3[CH:42]=[CH:43][CH:44]=[CH:45][C:9]2=3)=[O:7])=[CH:4][CH:3]=1. Product: [NH2:19][C@@H:17]([CH3:18])[C:16]([NH:15][C@@H:13]1[C:12](=[O:28])[N:11]([CH2:29][C:30]2[C:39]3[C:34](=[CH:35][CH:36]=[CH:37][CH:38]=3)[CH:33]=[CH:32][C:31]=2[O:40][CH3:41])[C:10]2[CH:42]=[CH:43][CH:44]=[CH:45][C:9]=2[N:8]([C:6](=[O:7])[C:5]2[CH:4]=[CH:3][C:2]([NH2:1])=[CH:47][CH:46]=2)[CH2:14]1)=[O:27]. The catalyst class is: 89. (10) Reactant: COC1C=C(OC)C=CC=1C[N:6]([C:36]1[S:40][N:39]=[CH:38][N:37]=1)[S:7]([C:10]1[CH:18]=[C:17]2[C:13]([C:14]([C:20]3[CH:25]=[C:24]([C:26]([F:29])([F:28])[F:27])[CH:23]=[C:22]([C:30]4[CH:35]=[CH:34][N:33]=[CH:32][CH:31]=4)[CH:21]=3)=[CH:15][N:16]2[CH3:19])=[CH:12][CH:11]=1)(=[O:9])=[O:8].C(O)(C(F)(F)F)=O. Product: [CH3:19][N:16]1[C:17]2[C:13](=[CH:12][CH:11]=[C:10]([S:7]([NH:6][C:36]3[S:40][N:39]=[CH:38][N:37]=3)(=[O:8])=[O:9])[CH:18]=2)[C:14]([C:20]2[CH:25]=[C:24]([C:26]([F:28])([F:29])[F:27])[CH:23]=[C:22]([C:30]3[CH:35]=[CH:34][N:33]=[CH:32][CH:31]=3)[CH:21]=2)=[CH:15]1. The catalyst class is: 2.